This data is from Forward reaction prediction with 1.9M reactions from USPTO patents (1976-2016). The task is: Predict the product of the given reaction. (1) Given the reactants [Br:1][C:2]1[CH:3]=[N:4][CH:5]=[CH:6][C:7]=1C1C=C(C=CC=1)C(OCC)=O.[CH2:19]([O:26][C:27]1[CH:32]=[CH:31][C:30]([Cl:33])=[CH:29][C:28]=1I)[C:20]1[CH:25]=[CH:24][CH:23]=[CH:22][CH:21]=1, predict the reaction product. The product is: [CH2:19]([O:26][C:27]1[CH:32]=[CH:31][C:30]([Cl:33])=[CH:29][C:28]=1[C:7]1[CH:6]=[CH:5][N:4]=[CH:3][C:2]=1[Br:1])[C:20]1[CH:25]=[CH:24][CH:23]=[CH:22][CH:21]=1. (2) The product is: [OH:2][C:3]1[CH:10]=[CH:9][CH:8]=[CH:7][C:4]=1[CH2:5][NH:6][C:11](=[O:13])[CH3:12]. Given the reactants C[O:2][C:3]1[CH:10]=[CH:9][CH:8]=[CH:7][C:4]=1[CH2:5][NH2:6].[C:11](OC(=O)C)(=[O:13])[CH3:12], predict the reaction product.